Dataset: Catalyst prediction with 721,799 reactions and 888 catalyst types from USPTO. Task: Predict which catalyst facilitates the given reaction. Reactant: Br[C:2]1[C:3]([N:21]([CH3:26])[S:22]([CH3:25])(=[O:24])=[O:23])=[CH:4][C:5]2[O:9][C:8]([C:10]3[CH2:11][CH2:12][S:13][CH2:14][CH:15]=3)=[C:7]([C:16]([NH:18][CH3:19])=[O:17])[C:6]=2[CH:20]=1.[F:27][C:28]1[C:29]2[CH:30]=[C:31]3[C:40]4[N:41]=[C:42]([Sn](C)(C)C)[CH:43]=[CH:44][C:39]=4[O:38][CH2:37][N:32]3[C:33]=2[CH:34]=[CH:35][CH:36]=1. Product: [S:13]1[CH2:14][CH:15]=[C:10]([C:8]2[O:9][C:5]3[CH:4]=[C:3]([N:21]([CH3:26])[S:22]([CH3:25])(=[O:24])=[O:23])[C:2]([C:42]4[CH:43]=[CH:44][C:39]5[O:38][CH2:37][N:32]6[C:33]7[CH:34]=[CH:35][CH:36]=[C:28]([F:27])[C:29]=7[CH:30]=[C:31]6[C:40]=5[N:41]=4)=[CH:20][C:6]=3[C:7]=2[C:16]([NH:18][CH3:19])=[O:17])[CH2:11][CH2:12]1. The catalyst class is: 77.